Dataset: NCI-60 drug combinations with 297,098 pairs across 59 cell lines. Task: Regression. Given two drug SMILES strings and cell line genomic features, predict the synergy score measuring deviation from expected non-interaction effect. (1) Drug 1: C1=NC(=NC(=O)N1C2C(C(C(O2)CO)O)O)N. Drug 2: CS(=O)(=O)CCNCC1=CC=C(O1)C2=CC3=C(C=C2)N=CN=C3NC4=CC(=C(C=C4)OCC5=CC(=CC=C5)F)Cl. Cell line: SNB-75. Synergy scores: CSS=10.1, Synergy_ZIP=-3.33, Synergy_Bliss=-2.57, Synergy_Loewe=-0.937, Synergy_HSA=-0.610. (2) Drug 1: C1CCC(C1)C(CC#N)N2C=C(C=N2)C3=C4C=CNC4=NC=N3. Drug 2: C1C(C(OC1N2C=C(C(=O)NC2=O)F)CO)O. Cell line: HOP-92. Synergy scores: CSS=10.7, Synergy_ZIP=-10.8, Synergy_Bliss=-14.8, Synergy_Loewe=-27.8, Synergy_HSA=-12.7. (3) Drug 1: CC12CCC3C(C1CCC2=O)CC(=C)C4=CC(=O)C=CC34C. Drug 2: CN(C)N=NC1=C(NC=N1)C(=O)N. Cell line: UACC-257. Synergy scores: CSS=22.5, Synergy_ZIP=7.21, Synergy_Bliss=8.11, Synergy_Loewe=-18.0, Synergy_HSA=3.52. (4) Drug 1: C1CC(=O)NC(=O)C1N2CC3=C(C2=O)C=CC=C3N. Drug 2: CN(C)N=NC1=C(NC=N1)C(=O)N. Cell line: SNB-75. Synergy scores: CSS=0.900, Synergy_ZIP=-1.02, Synergy_Bliss=-3.08, Synergy_Loewe=-3.33, Synergy_HSA=-4.75. (5) Drug 1: CCC(=C(C1=CC=CC=C1)C2=CC=C(C=C2)OCCN(C)C)C3=CC=CC=C3.C(C(=O)O)C(CC(=O)O)(C(=O)O)O. Cell line: UO-31. Synergy scores: CSS=22.0, Synergy_ZIP=-5.20, Synergy_Bliss=0.230, Synergy_Loewe=-36.8, Synergy_HSA=-1.45. Drug 2: CC1=C(C(=O)C2=C(C1=O)N3CC4C(C3(C2COC(=O)N)OC)N4)N. (6) Drug 1: C1CN(CCN1C(=O)CCBr)C(=O)CCBr. Drug 2: CS(=O)(=O)OCCCCOS(=O)(=O)C. Cell line: DU-145. Synergy scores: CSS=38.3, Synergy_ZIP=1.39, Synergy_Bliss=4.80, Synergy_Loewe=-11.8, Synergy_HSA=3.32. (7) Cell line: RPMI-8226. Drug 2: C1CC(=O)NC(=O)C1N2C(=O)C3=CC=CC=C3C2=O. Synergy scores: CSS=11.9, Synergy_ZIP=-2.86, Synergy_Bliss=1.69, Synergy_Loewe=7.10, Synergy_HSA=4.91. Drug 1: C#CCC(CC1=CN=C2C(=N1)C(=NC(=N2)N)N)C3=CC=C(C=C3)C(=O)NC(CCC(=O)O)C(=O)O.